This data is from Full USPTO retrosynthesis dataset with 1.9M reactions from patents (1976-2016). The task is: Predict the reactants needed to synthesize the given product. (1) Given the product [CH3:2][CH:1]([NH:4][C:8]([CH:6]=[CH2:5])=[O:19])[CH3:3].[CH3:14][C:12]([N:11]=[N:10][C:6]([C:8]#[N:9])([CH3:7])[CH3:5])([C:15]#[N:16])[CH3:13], predict the reactants needed to synthesize it. The reactants are: [CH:1]([NH-:4])([CH3:3])[CH3:2].[CH3:5][C:6]([N:10]=[N:11][C:12]([C:15]#[N:16])([CH3:14])[CH3:13])([C:8]#[N:9])[CH3:7].C([OH:19])C. (2) Given the product [Cl:1][C:2]1[C:7]([Cl:8])=[C:6]([C:20]2[CH:21]=[CH:22][C:17]([O:10][C:11]3[CH:16]=[CH:15][CH:14]=[CH:13][CH:12]=3)=[CH:18][CH:19]=2)[CH:5]=[CH:4][N:3]=1, predict the reactants needed to synthesize it. The reactants are: [Cl:1][C:2]1[C:7]([Cl:8])=[C:6](I)[CH:5]=[CH:4][N:3]=1.[O:10]([C:17]1[CH:22]=[CH:21][C:20](B(O)O)=[CH:19][CH:18]=1)[C:11]1[CH:16]=[CH:15][CH:14]=[CH:13][CH:12]=1.C([O-])(O)=O.[Na+]. (3) Given the product [CH2:9]([C:5]1[N:4]=[C:3]([C:11]#[N:12])[C:2]([N:28]2[CH2:27][CH2:26][C:32]3[CH:33]=[CH:34][CH:35]=[CH:36][C:31]=3[CH2:30][CH2:29]2)=[N:7][C:6]=1[CH3:8])[CH3:10], predict the reactants needed to synthesize it. The reactants are: Cl[C:2]1[C:3]([C:11]#[N:12])=[N:4][C:5]([CH2:9][CH3:10])=[C:6]([CH3:8])[N:7]=1.ClC1C(C#N)=NC(C)=C(CC)N=1.Cl.[CH2:26]1[C:32]2[CH:33]=[CH:34][CH:35]=[CH:36][C:31]=2[CH2:30][CH2:29][NH:28][CH2:27]1.C(N(C(C)C)C(C)C)C. (4) Given the product [CH3:15][O:14][CH2:11][CH2:12][CH:7]([Br:6])[C:8]([NH2:5])=[O:9], predict the reactants needed to synthesize it. The reactants are: COCC[NH2:5].[Br:6][CH2:7][C:8](Br)=[O:9].[C:11]([O:14][CH2:15]C)(=O)[CH3:12].